This data is from Forward reaction prediction with 1.9M reactions from USPTO patents (1976-2016). The task is: Predict the product of the given reaction. (1) Given the reactants [CH3:1][O:2][C:3]1[CH:4]=[C:5]2[C:9](=[CH:10][C:11]=1[O:12][CH3:13])[N:8]([CH3:14])[CH:7]=[C:6]2[C:15]1[N:37](S(C2C=CC(C)=CC=2)(=O)=O)[C:18]2=[N:19][CH:20]=[CH:21][C:22]([CH2:23][NH:24][C:25]3[CH:30]=[CH:29][C:28]([N:31]4[CH2:36][CH2:35][CH2:34][CH2:33][CH2:32]4)=[CH:27][CH:26]=3)=[C:17]2[CH:16]=1.[OH-].[K+], predict the reaction product. The product is: [CH3:1][O:2][C:3]1[CH:4]=[C:5]2[C:9](=[CH:10][C:11]=1[O:12][CH3:13])[N:8]([CH3:14])[CH:7]=[C:6]2[C:15]1[NH:37][C:18]2=[N:19][CH:20]=[CH:21][C:22]([CH2:23][NH:24][C:25]3[CH:30]=[CH:29][C:28]([N:31]4[CH2:32][CH2:33][CH2:34][CH2:35][CH2:36]4)=[CH:27][CH:26]=3)=[C:17]2[CH:16]=1. (2) Given the reactants Cl[C:2]1[N:10]=[C:9]2[C:5]([N:6]=[CH:7][N:8]2[CH2:11][C:12]2[CH:17]=[CH:16][C:15]([O:18][CH3:19])=[CH:14][CH:13]=2)=[C:4]([C:20]2[O:21][CH:22]=[CH:23][CH:24]=2)[N:3]=1.N.[CH3:26][N:27]1C(=O)CCC1, predict the reaction product. The product is: [O:21]1[CH:22]=[CH:23][CH:24]=[C:20]1[C:4]1[N:3]=[C:2]([C:26]#[N:27])[N:10]=[C:9]2[C:5]=1[N:6]=[CH:7][N:8]2[CH2:11][C:12]1[CH:17]=[CH:16][C:15]([O:18][CH3:19])=[CH:14][CH:13]=1. (3) Given the reactants [F:1][C:2]1([F:21])[CH2:7][CH2:6][CH:5]([NH:8][C:9]2[C:18]3[C:13](=[C:14]([NH2:19])[CH:15]=[CH:16][CH:17]=3)[N:12]=[C:11]([CH3:20])[N:10]=2)[CH2:4][CH2:3]1.[Cl:22][C:23]1[C:28]([C:29](O)=[O:30])=[C:27]([F:32])[C:26]([CH2:33][NH:34][C:35](=[O:40])[C:36]([CH3:39])([CH3:38])[CH3:37])=[CH:25][CH:24]=1.C(Cl)(=O)C(Cl)=O.CCN(C(C)C)C(C)C, predict the reaction product. The product is: [Cl:22][C:23]1[C:28]([C:29]([NH:19][C:14]2[CH:15]=[CH:16][CH:17]=[C:18]3[C:13]=2[N:12]=[C:11]([CH3:20])[N:10]=[C:9]3[NH:8][CH:5]2[CH2:6][CH2:7][C:2]([F:1])([F:21])[CH2:3][CH2:4]2)=[O:30])=[C:27]([F:32])[C:26]([CH2:33][NH:34][C:35](=[O:40])[C:36]([CH3:38])([CH3:37])[CH3:39])=[CH:25][CH:24]=1. (4) Given the reactants [N+]([C:4]1[S:8][C:7]([C:9]#[N:10])=[CH:6][CH:5]=1)([O-])=O.[F:11][C:12]1[CH:13]=[C:14]([OH:18])[CH:15]=[CH:16][CH:17]=1.C(=O)([O-])[O-].[K+].[K+].O, predict the reaction product. The product is: [F:11][C:12]1[CH:13]=[C:14]([CH:15]=[CH:16][CH:17]=1)[O:18][C:4]1[S:8][C:7]([C:9]#[N:10])=[CH:6][CH:5]=1. (5) Given the reactants [C:1]1(=O)CCCC(=O)C1.[CH:9]1([NH2:14])[CH2:13][CH2:12][CH2:11]C1.[OH-:15].[Na+].[C:17]1([CH3:23])[CH:22]=[CH:21][CH:20]=[CH:19][CH:18]=1, predict the reaction product. The product is: [CH:9]1([NH:14][C:21]2[CH2:22][C:17]([CH3:1])([CH3:23])[CH2:18][C:19](=[O:15])[CH:20]=2)[CH2:11][CH2:12][CH2:13]1. (6) Given the reactants [CH3:1][C:2]1([CH3:23])[O:6][C:5](=[O:7])[CH:4]([CH:8]([C:13]([N:15]2[CH2:19][CH2:18][CH2:17][C@H:16]2[C:20](O)=[O:21])=[O:14])[CH2:9][CH2:10][CH2:11][CH3:12])[O:3]1.CC[N:26](C(C)C)C(C)C.CN(C(ON1N=NC2C=CC=NC1=2)=[N+](C)C)C.F[P-](F)(F)(F)(F)F, predict the reaction product. The product is: [CH3:1][C:2]1([CH3:23])[O:6][C:5](=[O:7])[CH:4]([CH:8]([C:13]([N:15]2[CH2:19][CH2:18][CH2:17][C@H:16]2[C:20]([NH2:26])=[O:21])=[O:14])[CH2:9][CH2:10][CH2:11][CH3:12])[O:3]1. (7) Given the reactants CC1C=CC(S(O[C:12]2[CH2:16][CH:15]([C:17](=[O:34])[NH:18][C:19]3[CH:24]=[CH:23][C:22]([Cl:25])=[CH:21][C:20]=3[C:26](=[O:33])[NH:27][CH:28]([CH:30]3[CH2:32][CH2:31]3)[CH3:29])[N:14]([C:35]3[C:40]([Cl:41])=[CH:39][CH:38]=[CH:37][N:36]=3)[N:13]=2)(=O)=O)=CC=1.[BrH:42].C(OCC)(=O)C.[OH-].[Na+], predict the reaction product. The product is: [Cl:25][C:22]1[CH:23]=[CH:24][C:19]([NH:18][C:17]([CH:15]2[N:14]([C:35]3[C:40]([Cl:41])=[CH:39][CH:38]=[CH:37][N:36]=3)[N:13]=[C:12]([Br:42])[CH2:16]2)=[O:34])=[C:20]([C:26](=[O:33])[NH:27][CH:28]([CH:30]2[CH2:32][CH2:31]2)[CH3:29])[CH:21]=1. (8) The product is: [C:1]([C:5]1[CH:23]=[C:22]([Cl:24])[CH:21]=[CH:20][C:6]=1[O:7][CH:8]1[CH2:11][N:10]([C:12](=[O:19])[CH2:13][CH2:14][C:15]([OH:17])=[O:16])[CH2:9]1)([CH3:4])([CH3:2])[CH3:3]. Given the reactants [C:1]([C:5]1[CH:23]=[C:22]([Cl:24])[CH:21]=[CH:20][C:6]=1[O:7][CH:8]1[CH2:11][N:10]([C:12](=[O:19])[CH2:13][CH2:14][C:15]([O:17]C)=[O:16])[CH2:9]1)([CH3:4])([CH3:3])[CH3:2].[OH-].[Li+].Cl, predict the reaction product. (9) Given the reactants [Cl:1][C:2]1[CH:7]=[CH:6][C:5]([C@H:8]([NH:11][S@@](C(C)(C)C)=O)[CH2:9][CH3:10])=[C:4]([F:18])[C:3]=1[O:19][C:20]1[CH:25]=[CH:24][C:23]([NH2:26])=[C:22]([CH3:27])[CH:21]=1.[ClH:28], predict the reaction product. The product is: [ClH:1].[ClH:28].[NH2:11][C@@H:8]([C:5]1[C:4]([F:18])=[C:3]([C:2]([Cl:1])=[CH:7][CH:6]=1)[O:19][C:20]1[CH:25]=[CH:24][C:23]([NH2:26])=[C:22]([CH3:27])[CH:21]=1)[CH2:9][CH3:10]. (10) Given the reactants Br[CH2:2][CH2:3][O:4][CH2:5][CH2:6][N:7]1[C:11]2[CH:12]=[CH:13][CH:14]=[CH:15][C:10]=2[N:9]([C:16]2[CH:21]=[CH:20][C:19]([F:22])=[CH:18][C:17]=2[F:23])[S:8]1(=[O:25])=[O:24].[CH3:26][NH2:27], predict the reaction product. The product is: [F:23][C:17]1[CH:18]=[C:19]([F:22])[CH:20]=[CH:21][C:16]=1[N:9]1[C:10]2[CH:15]=[CH:14][CH:13]=[CH:12][C:11]=2[N:7]([CH2:6][CH2:5][O:4][CH2:3][CH2:2][NH:27][CH3:26])[S:8]1(=[O:25])=[O:24].